Dataset: Catalyst prediction with 721,799 reactions and 888 catalyst types from USPTO. Task: Predict which catalyst facilitates the given reaction. (1) Reactant: [O:1]=[C:2]1[C@H:8]([NH:9]C(=O)OCC2C=CC=CC=2)[CH2:7][CH:6]=[C:5]([C:20]2[CH:25]=[CH:24][CH:23]=[CH:22][CH:21]=2)[CH2:4][NH:3]1.[C:34](O[C:34]([O:36][C:37]([CH3:40])([CH3:39])[CH3:38])=[O:35])([O:36][C:37]([CH3:40])([CH3:39])[CH3:38])=[O:35]. Product: [O:1]=[C:2]1[C@H:8]([NH:9][C:34](=[O:35])[O:36][C:37]([CH3:38])([CH3:39])[CH3:40])[CH2:7][CH2:6][C@@H:5]([C:20]2[CH:25]=[CH:24][CH:23]=[CH:22][CH:21]=2)[CH2:4][NH:3]1. The catalyst class is: 153. (2) Reactant: [NH2:1][C:2]1[CH:3]=[C:4]([C:9]([O:11][CH3:12])=[O:10])[N:5]([CH2:7][CH3:8])[CH:6]=1.CCN(C(C)C)C(C)C.[Cl:22][C:23]1[C:24]([F:53])=[C:25]([C@@H:29]2[C@:33]([C:36]3[CH:41]=[CH:40][C:39]([Cl:42])=[CH:38][C:37]=3[F:43])([C:34]#[N:35])[C@H:32]([CH2:44][C:45]([CH3:48])([CH3:47])[CH3:46])[N:31]([CH3:49])[C@H:30]2[C:50](O)=[O:51])[CH:26]=[CH:27][CH:28]=1.CN(C(ON1N=NC2C=CC=NC1=2)=[N+](C)C)C.F[P-](F)(F)(F)(F)F. Product: [CH3:12][O:11][C:9]([C:4]1[N:5]([CH2:7][CH3:8])[CH:6]=[C:2]([NH:1][C:50]([C@H:30]2[C@H:29]([C:25]3[CH:26]=[CH:27][CH:28]=[C:23]([Cl:22])[C:24]=3[F:53])[C@:33]([C:36]3[CH:41]=[CH:40][C:39]([Cl:42])=[CH:38][C:37]=3[F:43])([C:34]#[N:35])[C@H:32]([CH2:44][C:45]([CH3:47])([CH3:46])[CH3:48])[N:31]2[CH3:49])=[O:51])[CH:3]=1)=[O:10]. The catalyst class is: 2. (3) Reactant: Br[C:2](Br)=[CH:3][CH:4]1[CH2:8][CH:7]([O:9][CH3:10])[O:6][CH:5]1[O:11][CH3:12].C([Li])CCC.[CH2:19]([Sn:23](Cl)([CH2:28][CH2:29][CH2:30][CH3:31])[CH2:24][CH2:25][CH2:26][CH3:27])[CH2:20][CH2:21][CH3:22].[NH4+].[Cl-]. Product: [CH3:12][O:11][CH:5]1[CH:4]([C:3]#[C:2][Sn:23]([CH2:24][CH2:25][CH2:26][CH3:27])([CH2:28][CH2:29][CH2:30][CH3:31])[CH2:19][CH2:20][CH2:21][CH3:22])[CH2:8][CH:7]([O:9][CH3:10])[O:6]1. The catalyst class is: 28. (4) Reactant: [Br:1][C:2]1[CH:7]=[CH:6][CH:5]=[C:4]([N+:8]([O-:10])=[O:9])[C:3]=1[Cl:11].C1(S[CH2:19][C:20]#[N:21])C=CC=CC=1.[OH-].[Na+].Cl. Product: [Br:1][C:2]1[C:3]([Cl:11])=[C:4]([N+:8]([O-:10])=[O:9])[CH:5]=[CH:6][C:7]=1[CH2:19][C:20]#[N:21]. The catalyst class is: 197. (5) Reactant: Cl.[NH2:2][OH:3].[CH2:4]([N:6]([CH2:16][CH3:17])[C:7]1[N:12]=[C:11]([C:13]#[N:14])[CH:10]=[C:9]([CH3:15])[CH:8]=1)[CH3:5]. Product: [CH2:16]([N:6]([CH2:4][CH3:5])[C:7]1[N:12]=[C:11]([C:13]([NH:2][OH:3])=[NH:14])[CH:10]=[C:9]([CH3:15])[CH:8]=1)[CH3:17]. The catalyst class is: 5. (6) Reactant: [F:1][C:2]1[CH:7]=[C:6]([CH2:8][N:9]2[C:14]([O:15][C:16]3[CH:17]=[C:18]([CH:23]=CC#N)[CH:19]=[C:20]([CH3:22])[CH:21]=3)=[C:13]([CH:27]([CH3:29])[CH3:28])[C:12](=[O:30])[NH:11][C:10]2=[O:31])[CH:5]=[C:4]([NH:32][CH2:33][C:34]2[CH:39]=[CH:38][C:37]([O:40][CH3:41])=[CH:36][CH:35]=2)[N:3]=1.[O:42]=[N+]([O-])[O-].[O-][N+](=O)[O-].[O-][N+](=O)[O-].[O-][N+](=O)[O-].[O-][N+](=O)[O-].[O-][N+](=O)[O-].[Ce+4].[NH4+].[NH4+]. Product: [F:1][C:2]1[CH:7]=[C:6]([CH2:8][N:9]2[C:14]([O:15][C:16]3[CH:17]=[C:18]([CH:19]=[C:20]([CH3:22])[CH:21]=3)[CH:23]=[O:42])=[C:13]([CH:27]([CH3:29])[CH3:28])[C:12](=[O:30])[NH:11][C:10]2=[O:31])[CH:5]=[C:4]([NH:32][CH2:33][C:34]2[CH:35]=[CH:36][C:37]([O:40][CH3:41])=[CH:38][CH:39]=2)[N:3]=1. The catalyst class is: 10.